This data is from Forward reaction prediction with 1.9M reactions from USPTO patents (1976-2016). The task is: Predict the product of the given reaction. Given the reactants [CH2:1]([O:3][C:4](=[O:18])[NH:5][C:6]1[S:7][C:8]2[C:14](I)=[CH:13][CH:12]=[C:11]([O:16][CH3:17])[C:9]=2[N:10]=1)[CH3:2].C([Sn](CCCC)(CCCC)[C:24]1[O:25][CH2:26][CH2:27][O:28][CH:29]=1)CCC.O1C=CC=C1P(C1OC=CC=1)C1OC=CC=1, predict the reaction product. The product is: [CH2:1]([O:3][C:4](=[O:18])[NH:5][C:6]1[S:7][C:8]2[C:14]([C:24]3[O:25][CH2:26][CH2:27][O:28][CH:29]=3)=[CH:13][CH:12]=[C:11]([O:16][CH3:17])[C:9]=2[N:10]=1)[CH3:2].